This data is from Full USPTO retrosynthesis dataset with 1.9M reactions from patents (1976-2016). The task is: Predict the reactants needed to synthesize the given product. (1) The reactants are: [Cl:1][C:2]1[CH:10]=[CH:9][C:8]2[NH:7][C:6]3[CH2:11][CH2:12][N:13]([CH3:15])[CH2:14][C:5]=3[C:4]=2[CH:3]=1.N1CCC[C@H]1C(O)=O.P([O-])([O-])([O-])=O.[K+].[K+].[K+].Br[CH:33]=[C:34]([C:36]1[CH:41]=[CH:40][CH:39]=[CH:38][C:37]=1[Cl:42])[CH3:35]. Given the product [Cl:1][C:2]1[CH:10]=[CH:9][C:8]2[N:7](/[CH:33]=[C:34](\[C:36]3[CH:41]=[CH:40][CH:39]=[CH:38][C:37]=3[Cl:42])/[CH3:35])[C:6]3[CH2:11][CH2:12][N:13]([CH3:15])[CH2:14][C:5]=3[C:4]=2[CH:3]=1, predict the reactants needed to synthesize it. (2) Given the product [F:31][C:17]([F:16])([F:32])[C:18]1[C:19]([C:24]2[CH:29]=[CH:28][C:27]([O:6][S:7]([C:10]([F:11])([F:12])[F:13])(=[O:8])=[O:9])=[CH:26][N:25]=2)=[N:20][CH:21]=[CH:22][CH:23]=1, predict the reactants needed to synthesize it. The reactants are: FC(F)(F)S([O:6][S:7]([C:10]([F:13])([F:12])[F:11])(=[O:9])=[O:8])(=O)=O.[F:16][C:17]([F:32])([F:31])[C:18]1[C:19]([C:24]2[CH:29]=[CH:28][C:27](O)=[CH:26][N:25]=2)=[N:20][CH:21]=[CH:22][CH:23]=1. (3) Given the product [ClH:32].[F:3][C:4]1[CH:28]=[CH:27][C:26]([O:29][CH3:30])=[CH:25][C:5]=1[CH2:6][O:7][C:8]([N:10]1[CH2:15][CH2:14][NH:13][CH2:12][C@H:11]1[CH2:23][CH3:24])=[O:9], predict the reactants needed to synthesize it. The reactants are: [H-].[Na+].[F:3][C:4]1[CH:28]=[CH:27][C:26]([OH:29])=[CH:25][C:5]=1[CH2:6][O:7][C:8]([N:10]1[CH2:15][CH2:14][N:13](C(OC(C)(C)C)=O)[CH2:12][C@H:11]1[CH2:23][CH3:24])=[O:9].[CH3:30]I.[ClH:32]. (4) Given the product [C:13]([S:32][CH2:33][CH2:34][NH:35][C:2]1[N:12]=[CH:11][CH:10]=[CH:9][C:3]=1[C:4]([O:6][CH2:7][CH3:8])=[O:5])([C:20]1[CH:21]=[CH:22][CH:23]=[CH:24][CH:25]=1)([C:26]1[CH:31]=[CH:30][CH:29]=[CH:28][CH:27]=1)[C:14]1[CH:19]=[CH:18][CH:17]=[CH:16][CH:15]=1, predict the reactants needed to synthesize it. The reactants are: Cl[C:2]1[N:12]=[CH:11][CH:10]=[CH:9][C:3]=1[C:4]([O:6][CH2:7][CH3:8])=[O:5].[C:13]([S:32][CH2:33][CH2:34][NH2:35])([C:26]1[CH:31]=[CH:30][CH:29]=[CH:28][CH:27]=1)([C:20]1[CH:25]=[CH:24][CH:23]=[CH:22][CH:21]=1)[C:14]1[CH:19]=[CH:18][CH:17]=[CH:16][CH:15]=1.C(=O)([O-])[O-].[Cs+].[Cs+].ClCCl. (5) Given the product [Cl:21][C:5]1[C:6]([C:8]2[CH:13]=[CH:12][C:11]([F:14])=[CH:10][C:9]=2[S:15]([N:18]([CH3:20])[CH3:19])(=[O:17])=[O:16])=[N:7][C:2]([NH:34][C:33]2[CH:32]=[CH:31][C:30]([CH2:29][N:26]3[CH2:25][CH2:24][N:23]([CH3:22])[CH2:28][CH2:27]3)=[CH:36][CH:35]=2)=[N:3][CH:4]=1, predict the reactants needed to synthesize it. The reactants are: Cl[C:2]1[N:7]=[C:6]([C:8]2[CH:13]=[CH:12][C:11]([F:14])=[CH:10][C:9]=2[S:15]([N:18]([CH3:20])[CH3:19])(=[O:17])=[O:16])[C:5]([Cl:21])=[CH:4][N:3]=1.[CH3:22][N:23]1[CH2:28][CH2:27][N:26]([CH2:29][C:30]2[CH:36]=[CH:35][C:33]([NH2:34])=[CH:32][CH:31]=2)[CH2:25][CH2:24]1.